Predict the reactants needed to synthesize the given product. From a dataset of Full USPTO retrosynthesis dataset with 1.9M reactions from patents (1976-2016). (1) Given the product [ClH:19].[Cl:19][C:16]1[CH:17]=[CH:18][C:11]2[CH2:10][CH2:9][NH:8][CH2:14][CH2:13][C:12]=2[C:15]=1[S:20][CH:31]([C:36]1[CH:41]=[CH:40][CH:39]=[CH:38][N:37]=1)[C:32]([F:33])([F:34])[F:35], predict the reactants needed to synthesize it. The reactants are: C(OC([N:8]1[CH2:14][CH2:13][C:12]2[C:15]([S:20]C(=O)N(C)C)=[C:16]([Cl:19])[CH:17]=[CH:18][C:11]=2[CH2:10][CH2:9]1)=O)(C)(C)C.CS(O[CH:31]([C:36]1[CH:41]=[CH:40][CH:39]=[CH:38][N:37]=1)[C:32]([F:35])([F:34])[F:33])(=O)=O. (2) Given the product [NH2:15][C:13]1[CH:12]=[CH:11][C:5]([C:6]([O:8][CH2:9][CH3:10])=[O:7])=[C:4]([O:3][CH2:1][CH3:2])[CH:14]=1, predict the reactants needed to synthesize it. The reactants are: [CH2:1]([O:3][C:4]1[CH:14]=[C:13]([N+:15]([O-])=O)[CH:12]=[CH:11][C:5]=1[C:6]([O:8][CH2:9][CH3:10])=[O:7])[CH3:2].[Cl-].[NH4+]. (3) Given the product [Br:13][C:14]1[CH:20]=[C:19]2[C:17](=[CH:16][C:15]=1[O:21][CH3:22])[N:18]=[C:6]([C:5]1[CH:8]=[CH:9][CH:10]=[C:3]([C:2]([F:12])([F:11])[F:1])[CH:4]=1)[C:28]([CH3:29])=[C:24]2[C:25]([OH:27])=[O:26], predict the reactants needed to synthesize it. The reactants are: [F:1][C:2]([F:12])([F:11])[C:3]1[CH:4]=[C:5]([CH:8]=[CH:9][CH:10]=1)[CH:6]=O.[Br:13][C:14]1[CH:20]=[CH:19][C:17]([NH2:18])=[CH:16][C:15]=1[O:21][CH3:22].O=[C:24]([CH2:28][CH3:29])[C:25]([OH:27])=[O:26]. (4) Given the product [CH3:33][C:34]1([CH3:42])[O:38][C@H:37]([C:39]([N:2]2[CH2:7][CH2:6][C:5]([C:8]3[C:13]([F:14])=[CH:12][C:11]([N:15]4[CH2:19][C@H:18]([CH2:20][O:21][C:22](=[O:24])[CH3:23])[O:17][C:16]4=[O:25])=[CH:10][C:9]=3[F:26])=[CH:4][CH2:3]2)=[O:40])[CH2:36][O:35]1, predict the reactants needed to synthesize it. The reactants are: Cl.[NH:2]1[CH2:7][CH2:6][C:5]([C:8]2[C:13]([F:14])=[CH:12][C:11]([N:15]3[CH2:19][C@H:18]([CH2:20][O:21][C:22](=[O:24])[CH3:23])[O:17][C:16]3=[O:25])=[CH:10][C:9]=2[F:26])=[CH:4][CH2:3]1.N1C=CC=CC=1.[CH3:33][C:34]1([CH3:42])[O:38][C@H:37]([C:39](Cl)=[O:40])[CH2:36][O:35]1.C(=O)(O)[O-].[Na+]. (5) Given the product [CH2:16]([C:2]1[C:8]2[CH:9]=[CH:10][CH:11]=[CH:12][C:7]=2[O:6][C:5]2[CH:13]=[CH:14][CH:15]=[CH:16][C:4]=2[N:3]=1)[CH2:4][CH2:5][CH3:13], predict the reactants needed to synthesize it. The reactants are: Cl[C:2]1[C:8]2[CH:9]=[CH:10][CH:11]=[CH:12][C:7]=2[O:6][C:5]2[CH:13]=[CH:14][CH:15]=[CH:16][C:4]=2[N:3]=1. (6) Given the product [Cl:1][C:2]1[C:3]([CH:8]2[CH2:9][C:10]([F:13])([F:12])[CH2:11]2)=[N:4][CH:5]=[CH:6][CH:7]=1, predict the reactants needed to synthesize it. The reactants are: [Cl:1][C:2]1[C:3]([C:8]2(C(OC(C)(C)C)=O)[CH2:11][C:10]([F:13])([F:12])[CH2:9]2)=[N:4][CH:5]=[CH:6][CH:7]=1.C(O)(C(F)(F)F)=O.